From a dataset of Catalyst prediction with 721,799 reactions and 888 catalyst types from USPTO. Predict which catalyst facilitates the given reaction. (1) Reactant: [N+:1]([C:4]1[CH:5]=[CH:6][C:7]2[O:13][CH2:12][CH2:11][CH2:10][N:9]([C:14](=[O:16])[CH3:15])[C:8]=2[CH:17]=1)([O-])=O. Product: [NH2:1][C:4]1[CH:5]=[CH:6][C:7]2[O:13][CH2:12][CH2:11][CH2:10][N:9]([C:14](=[O:16])[CH3:15])[C:8]=2[CH:17]=1. The catalyst class is: 63. (2) Reactant: [Br:1][C:2]1[C:11]([F:12])=[CH:10][CH:9]=[C:8]2[C:3]=1[CH2:4][CH2:5][N:6]([C:17](=[O:27])[CH2:18][NH:19][C:20](OC(C)(C)C)=[O:21])[CH:7]2[CH2:13]C(O)=O.BrC1C(F)=CC=C2C=1CCN(C(=O)CNC(OC(C)(C)C)=O)C2CC(OC)=O.[OH-].[Na+]. Product: [Br:1][C:2]1[C:11]([F:12])=[CH:10][CH:9]=[C:8]2[C:3]=1[CH2:4][CH2:5][N:6]1[C:17](=[O:27])[CH2:18][NH:19][C:20](=[O:21])[CH:13]=[C:7]12. The catalyst class is: 14. (3) Reactant: [NH2:1][C:2]1[C:10]2[C:9]([C:11]3[CH:16]=[CH:15][C:14]([Cl:17])=[C:13]([Cl:18])[CH:12]=3)=[N:8][C:7](S(C)=O)=[N:6][C:5]=2[S:4][C:3]=1[C:22]([NH2:24])=[O:23].[NH2:25][CH2:26][CH2:27][CH2:28][OH:29].C(N(CC)CC)C. Product: [NH2:1][C:2]1[C:10]2[C:9]([C:11]3[CH:16]=[CH:15][C:14]([Cl:17])=[C:13]([Cl:18])[CH:12]=3)=[N:8][C:7]([NH:25][CH2:26][CH2:27][CH2:28][OH:29])=[N:6][C:5]=2[S:4][C:3]=1[C:22]([NH2:24])=[O:23]. The catalyst class is: 1.